From a dataset of Catalyst prediction with 721,799 reactions and 888 catalyst types from USPTO. Predict which catalyst facilitates the given reaction. (1) Reactant: [CH3:1][S:2][C:3]1[C:8]2[CH:9]=[C:10]3[N:14]([C:7]=2[CH:6]=[CH:5][N:4]=1)[CH2:13][CH2:12][CH:11]3O.C[Si]([N-][Si](C)(C)C)(C)C.[Na+].P(Cl)(OC1C=CC=CC=1)(OC1C=CC=CC=1)=O.[C:43]([O:50][CH3:51])(=[O:49])[CH2:44][C:45]([O:47][CH3:48])=[O:46]. Product: [CH3:1][S:2][C:3]1[C:8]2[CH:9]=[C:10]3[N:14]([C:7]=2[CH:6]=[CH:5][N:4]=1)[CH2:13][CH2:12][CH:11]3[CH:44]([C:43]([O:50][CH3:51])=[O:49])[C:45]([O:47][CH3:48])=[O:46]. The catalyst class is: 1. (2) The catalyst class is: 16. Product: [F:20][C:16]1([F:19])[CH2:15][CH2:14][CH:13]([CH2:12][C:21]#[N:22])[CH2:18][CH2:17]1. Reactant: CC1C=CC(S(O[CH2:12][CH:13]2[CH2:18][CH2:17][C:16]([F:20])([F:19])[CH2:15][CH2:14]2)(=O)=O)=CC=1.[C-:21]#[N:22].[Na+]. (3) Reactant: [F:1][C:2]1[CH:7]=[CH:6][C:5]([C:8]2[C:12]3[CH:13]=[N:14][C:15]([NH:17][C:18]([NH:20][C@@H:21]([C:23]4[CH:28]=[CH:27][CH:26]=[CH:25][CH:24]=4)[CH3:22])=[O:19])=[CH:16][C:11]=3[N:10](C(C3C=CC=CC=3)(C3C=CC=CC=3)C3C=CC=CC=3)[N:9]=2)=[CH:4][CH:3]=1.C(O)(C(F)(F)F)=O.C([SiH](CC)CC)C. Product: [F:1][C:2]1[CH:3]=[CH:4][C:5]([C:8]2[C:12]3[CH:13]=[N:14][C:15]([NH:17][C:18]([NH:20][C@@H:21]([C:23]4[CH:24]=[CH:25][CH:26]=[CH:27][CH:28]=4)[CH3:22])=[O:19])=[CH:16][C:11]=3[NH:10][N:9]=2)=[CH:6][CH:7]=1. The catalyst class is: 2. (4) Reactant: [Cl:1][C:2]1[CH:7]=[C:6]([OH:8])[CH:5]=[CH:4][C:3]=1[C:9]1[CH:14]=[CH:13][CH:12]=[C:11]([C:15]([F:18])([F:17])[F:16])[CH:10]=1.[I:19]N1C(=O)CCC1=O.S(=O)(=O)(O)O. Product: [Cl:1][C:2]1[CH:7]=[C:6]([OH:8])[C:5]([I:19])=[CH:4][C:3]=1[C:9]1[CH:14]=[CH:13][CH:12]=[C:11]([C:15]([F:16])([F:17])[F:18])[CH:10]=1. The catalyst class is: 15. (5) Reactant: C(OC([N:8]1[CH2:12][CH2:11][CH:10]([C:13](=[O:21])[C:14]2[CH:19]=[CH:18][C:17]([Br:20])=[CH:16][CH:15]=2)[CH2:9]1)=O)(C)(C)C. Product: [Br:20][C:17]1[CH:18]=[CH:19][C:14]([C:13]([CH:10]2[CH2:11][CH2:12][NH:8][CH2:9]2)=[O:21])=[CH:15][CH:16]=1. The catalyst class is: 89. (6) Reactant: [Cl:1][C:2]1[C:3](F)=[CH:4][C:5]([F:15])=[C:6]([CH:14]=1)[C:7]([O:9][C:10]([CH3:13])([CH3:12])[CH3:11])=[O:8].[Cl:17][C:18]1[CH:19]=[C:20]([OH:27])[CH:21]=[N:22][C:23]=1[CH:24]1[CH2:26][CH2:25]1.C(=O)([O-])[O-].[K+].[K+].O. Product: [Cl:1][C:2]1[C:3]([O:27][C:20]2[CH:21]=[N:22][C:23]([CH:24]3[CH2:26][CH2:25]3)=[C:18]([Cl:17])[CH:19]=2)=[CH:4][C:5]([F:15])=[C:6]([CH:14]=1)[C:7]([O:9][C:10]([CH3:13])([CH3:12])[CH3:11])=[O:8]. The catalyst class is: 16. (7) Reactant: [C:1]([O:5][C:6](=[O:9])[CH2:7]Br)([CH3:4])([CH3:3])[CH3:2].C([O:13][CH2:14][CH3:15])(=O)C. Product: [C:1]([O:5][C:6](=[O:9])[CH2:7][O:5][C@H:1]1[CH2:3][CH2:15][C@H:14]([OH:13])[CH2:2]1)([CH3:4])([CH3:3])[CH3:2]. The catalyst class is: 1. (8) Reactant: C(O)(C(F)(F)F)=O.[Cl:8][C:9]1[C:10]([F:46])=[C:11]([NH:15][C:16]2[C:25]3[C:20](=[CH:21][C:22]([O:44][CH3:45])=[C:23]([O:26][C@H:27]4[CH2:32][CH2:31][N:30](C(OC(C)(C)C)=O)[C@H:29]([C:40]([NH:42][CH3:43])=[O:41])[CH2:28]4)[CH:24]=3)[N:19]=[CH:18][N:17]=2)[CH:12]=[CH:13][CH:14]=1. Product: [Cl:8][C:9]1[C:10]([F:46])=[C:11]([NH:15][C:16]2[C:25]3[C:20](=[CH:21][C:22]([O:44][CH3:45])=[C:23]([O:26][C@H:27]4[CH2:32][CH2:31][NH:30][C@H:29]([C:40]([NH:42][CH3:43])=[O:41])[CH2:28]4)[CH:24]=3)[N:19]=[CH:18][N:17]=2)[CH:12]=[CH:13][CH:14]=1. The catalyst class is: 2. (9) Reactant: [F:1][C:2]1[CH:7]=[CH:6][CH:5]=[CH:4][C:3]=1[C:8]1[CH:13]=[CH:12][C:11]([O:14][CH2:15][C:16]2[CH:21]=[CH:20][C:19]([C:22]3[CH:23]=[CH:24][C:25]([C:28]#[N:29])=[N:26][CH:27]=3)=[CH:18][CH:17]=2)=[CH:10][C:9]=1[C:30]([F:33])([F:32])[F:31].[NH4+].[Cl-].[N-:36]=[N+:37]=[N-:38].[Na+]. Product: [F:1][C:2]1[CH:7]=[CH:6][CH:5]=[CH:4][C:3]=1[C:8]1[CH:13]=[CH:12][C:11]([O:14][CH2:15][C:16]2[CH:17]=[CH:18][C:19]([C:22]3[CH:23]=[CH:24][C:25]([C:28]4[NH:38][N:37]=[N:36][N:29]=4)=[N:26][CH:27]=3)=[CH:20][CH:21]=2)=[CH:10][C:9]=1[C:30]([F:33])([F:31])[F:32]. The catalyst class is: 3.